Predict the reactants needed to synthesize the given product. From a dataset of Full USPTO retrosynthesis dataset with 1.9M reactions from patents (1976-2016). (1) Given the product [Br:1][C:2]1[CH:10]=[CH:9][C:8]([C:11]#[N:12])=[CH:7][C:3]=1[C:4]([N:13]1[C:22]2[C:17](=[CH:18][CH:19]=[CH:20][CH:21]=2)[CH2:16][CH2:15][CH2:14]1)=[O:6], predict the reactants needed to synthesize it. The reactants are: [Br:1][C:2]1[CH:10]=[CH:9][C:8]([C:11]#[N:12])=[CH:7][C:3]=1[C:4]([OH:6])=O.[NH:13]1[C:22]2[C:17](=[CH:18][CH:19]=[CH:20][CH:21]=2)[CH2:16][CH2:15][CH2:14]1.C(N(C(C)C)C(C)C)C.[I-].ClC1C=CC=C[N+]=1C.C([O-])(O)=O.[Na+]. (2) Given the product [CH2:16]([N:9]1[C:8]2[C:7](=[O:14])[NH:6][C:5](=[O:15])[N:4]([CH3:3])[C:12]=2[N:11]=[C:10]1[CH3:13])[C:17]1[CH:22]=[CH:21][CH:20]=[CH:19][CH:18]=1, predict the reactants needed to synthesize it. The reactants are: [OH-].[Na+].[CH3:3][N:4]1[C:12]2[N:11]=[C:10]([CH3:13])[NH:9][C:8]=2[C:7](=[O:14])[NH:6][C:5]1=[O:15].[CH2:16](Br)[C:17]1[CH:22]=[CH:21][CH:20]=[CH:19][CH:18]=1. (3) Given the product [ClH:31].[NH2:7][C@H:8]([C:14](=[O:15])[N:16]1[CH2:17][C:18]([F:23])([F:24])[C:19]([F:21])([F:22])[CH2:20]1)[CH2:9][CH2:10][CH2:11][CH2:12][NH:13][S:28]([N:27]([CH3:32])[CH3:26])(=[O:30])=[O:29], predict the reactants needed to synthesize it. The reactants are: C(OC(=O)[NH:7][C@H:8]([C:14]([N:16]1[CH2:20][C:19]([F:22])([F:21])[C:18]([F:24])([F:23])[CH2:17]1)=[O:15])[CH2:9][CH2:10][CH2:11][CH2:12][NH2:13])(C)(C)C.[CH3:26][N:27]([CH3:32])[S:28]([Cl:31])(=[O:30])=[O:29]. (4) Given the product [CH2:1]([C:3]1[CH:8]=[C:7]([S:10]([Cl:14])(=[O:12])=[O:11])[CH:6]=[CH:5][C:4]=1[F:9])[CH3:2], predict the reactants needed to synthesize it. The reactants are: [CH2:1]([C:3]1[CH:8]=[CH:7][CH:6]=[CH:5][C:4]=1[F:9])[CH3:2].[S:10]([Cl:14])(=O)(=[O:12])[OH:11]. (5) Given the product [CH2:12]([C:3]1([C:7]([O:9][CH2:10][CH3:11])=[O:8])[CH2:4][CH2:5][CH2:6][CH:2]1[O:1][C:21](=[O:22])[C:20]1[CH:24]=[CH:25][CH:26]=[CH:27][C:19]=1[CH3:18])[CH2:13][CH3:14], predict the reactants needed to synthesize it. The reactants are: [OH:1][CH:2]1[CH2:6][CH2:5][CH2:4][C:3]1([CH2:12][CH2:13][CH3:14])[C:7]([O:9][CH2:10][CH3:11])=[O:8].C(Cl)Cl.[CH3:18][C:19]1[CH:27]=[CH:26][CH:25]=[CH:24][C:20]=1[C:21](Cl)=[O:22]. (6) Given the product [Cl:11][C:12]1[CH:17]=[C:16]([C:2]2[C:7]([F:8])=[CH:6][CH:5]=[CH:4][C:3]=2[O:9][CH3:10])[CH:15]=[CH:14][CH:13]=1, predict the reactants needed to synthesize it. The reactants are: Br[C:2]1[C:7]([F:8])=[CH:6][CH:5]=[CH:4][C:3]=1[O:9][CH3:10].[Cl:11][C:12]1[CH:13]=[C:14](B(O)O)[CH:15]=[CH:16][CH:17]=1.C1C=CC(P(C2C=CC=CC=2)C2C=CC=CC=2)=CC=1.C([O-])([O-])=O.[K+].[K+].